Dataset: Full USPTO retrosynthesis dataset with 1.9M reactions from patents (1976-2016). Task: Predict the reactants needed to synthesize the given product. Given the product [F:1][C:2]1[C:8]([F:9])=[C:7]([F:10])[CH:6]=[CH:5][C:3]=1[NH:4][CH:12]([CH3:14])[C:11]([O:16][CH2:17][CH3:18])=[O:15], predict the reactants needed to synthesize it. The reactants are: [F:1][C:2]1[C:8]([F:9])=[C:7]([F:10])[CH:6]=[CH:5][C:3]=1[NH2:4].[C:11]([O:16][CH2:17][CH3:18])(=[O:15])[C:12]([CH3:14])=O.S([O-])([O-])(=O)=O.[Mg+2].[H][H].